This data is from Forward reaction prediction with 1.9M reactions from USPTO patents (1976-2016). The task is: Predict the product of the given reaction. (1) Given the reactants C(OC([N:8]1[CH2:13][CH2:12][N:11]([C:14]2[CH:23]=[C:22]3[C:17]([C:18](=[O:35])[C:19]([C:32]([OH:34])=[O:33])=[CH:20][N:21]3[CH2:24][C:25]3[CH:30]=[CH:29][C:28]([Cl:31])=[CH:27][CH:26]=3)=[CH:16][C:15]=2[F:36])[CH2:10][CH2:9]1)=O)(C)(C)C.C(=O)([O-])[O-].[K+].[K+].[Cl:43][C:44]1[CH:51]=[CH:50][C:47]([CH2:48]Br)=[CH:46][CH:45]=1, predict the reaction product. The product is: [Cl:43][C:44]1[CH:51]=[CH:50][C:47]([CH2:48][O:34][C:32]([C:19]2[C:18](=[O:35])[C:17]3[C:22](=[CH:23][C:14]([N:11]4[CH2:10][CH2:9][NH:8][CH2:13][CH2:12]4)=[C:15]([F:36])[CH:16]=3)[N:21]([CH2:24][C:25]3[CH:30]=[CH:29][C:28]([Cl:31])=[CH:27][CH:26]=3)[CH:20]=2)=[O:33])=[CH:46][CH:45]=1. (2) The product is: [N:15]([CH2:2][C:3]1[N:4]=[CH:5][N:6]([C:8]2[CH:13]=[CH:12][C:11]([I:14])=[CH:10][CH:9]=2)[CH:7]=1)=[N+:16]=[N-:17]. Given the reactants Cl[CH2:2][C:3]1[N:4]=[CH:5][N:6]([C:8]2[CH:13]=[CH:12][C:11]([I:14])=[CH:10][CH:9]=2)[CH:7]=1.[N-:15]=[N+:16]=[N-:17].[Na+].O.CCOC(C)=O, predict the reaction product. (3) Given the reactants [C:1]([SiH2:5][O:6][C:7]([CH3:25])([CH3:24])[C:8]1[CH:9]=[N:10][CH:11]=[CH:12][C:13]=1[C:14]1[CH:15]=[C:16]([CH:19]=[CH:20][C:21]=1[O:22][CH3:23])[CH:17]=[O:18])([CH3:4])([CH3:3])[CH3:2].C(O)C.[BH4-].[Na+], predict the reaction product. The product is: [C:1]([SiH2:5][O:6][C:7]([CH3:25])([CH3:24])[C:8]1[CH:9]=[N:10][CH:11]=[CH:12][C:13]=1[C:14]1[CH:15]=[C:16]([CH2:17][OH:18])[CH:19]=[CH:20][C:21]=1[O:22][CH3:23])([CH3:4])([CH3:2])[CH3:3]. (4) Given the reactants COC1C=CC(P2(SP(C3C=CC(OC)=CC=3)(=S)S2)=[S:10])=CC=1.C1(C)C=CC=CC=1.[NH2:30][C:31]1[C:32]2[C:57]([CH3:64])([C:58]([NH:60][NH:61][CH:62]=O)=O)[C:56](=[O:65])[NH:55][C:33]=2[N:34]=[C:35]([C:37]2[C:45]3[C:40](=[N:41][CH:42]=[CH:43][CH:44]=3)[N:39]([CH2:46][CH2:47][C:48]([F:54])([F:53])[C:49]([F:52])([F:51])[F:50])[N:38]=2)[N:36]=1, predict the reaction product. The product is: [NH2:30][C:31]1[C:32]2[C:57]([CH3:64])([C:58]3[S:10][CH:62]=[N:61][N:60]=3)[C:56](=[O:65])[NH:55][C:33]=2[N:34]=[C:35]([C:37]2[C:45]3[C:40](=[N:41][CH:42]=[CH:43][CH:44]=3)[N:39]([CH2:46][CH2:47][C:48]([F:54])([F:53])[C:49]([F:52])([F:51])[F:50])[N:38]=2)[N:36]=1. (5) Given the reactants [Li+].[OH-:2].Cl.[CH2:4]1[CH2:8][O:7][CH2:6][CH2:5]1, predict the reaction product. The product is: [C:4]1(=[CH:5][C:6]([OH:2])=[O:7])[CH2:8][CH2:6][CH2:5][CH2:4][CH2:8]1. (6) Given the reactants CCN(C(C)C)C(C)C.[OH:10][C:11]1[C:12]2[CH:13]=[CH:14][CH:15]=[N:16][C:17]=2[C:18]([CH3:28])([CH3:27])[C:19](=[O:26])[C:20]=1[C:21]([O:23]CC)=O.Cl.[C:30]([O:34][C:35](=[O:38])[CH2:36][NH2:37])([CH3:33])([CH3:32])[CH3:31], predict the reaction product. The product is: [OH:10][C:11]1[C:12]2[CH:13]=[CH:14][CH:15]=[N:16][C:17]=2[C:18]([CH3:27])([CH3:28])[C:19](=[O:26])[C:20]=1[C:21]([NH:37][CH2:36][C:35]([O:34][C:30]([CH3:33])([CH3:32])[CH3:31])=[O:38])=[O:23]. (7) Given the reactants Cl[CH2:2][CH2:3][CH:4]([CH3:13])[O:5][Si:6]([C:9]([CH3:12])([CH3:11])[CH3:10])([CH3:8])[CH3:7].[I-:14].[Na+], predict the reaction product. The product is: [CH3:10][C:9]([Si:6]([O:5][CH:4]([CH3:13])[CH2:3][CH2:2][I:14])([CH3:8])[CH3:7])([CH3:12])[CH3:11].